Dataset: Peptide-MHC class II binding affinity with 134,281 pairs from IEDB. Task: Regression. Given a peptide amino acid sequence and an MHC pseudo amino acid sequence, predict their binding affinity value. This is MHC class II binding data. (1) The peptide sequence is ASAAILGHDGTVWAQ. The MHC is HLA-DPA10103-DPB10401 with pseudo-sequence HLA-DPA10103-DPB10401. The binding affinity (normalized) is 0.143. (2) The peptide sequence is FRDRARVPLTSNNGI. The MHC is HLA-DQA10104-DQB10503 with pseudo-sequence HLA-DQA10104-DQB10503. The binding affinity (normalized) is 0.0374. (3) The peptide sequence is LEAWLTEHGCNRLKR. The MHC is DRB1_0701 with pseudo-sequence DRB1_0701. The binding affinity (normalized) is 0.479. (4) The peptide sequence is RLTYQWHKEGSSIGK. The MHC is HLA-DQA10501-DQB10302 with pseudo-sequence HLA-DQA10501-DQB10302. The binding affinity (normalized) is 0. (5) The peptide sequence is LLTQYSTPEGSSVPIF. The MHC is H-2-IAb with pseudo-sequence H-2-IAb. The binding affinity (normalized) is 0.639. (6) The peptide sequence is RVIAQGPTATFEAMY. The MHC is DRB1_0101 with pseudo-sequence DRB1_0101. The binding affinity (normalized) is 0.419. (7) The peptide sequence is EYKSDYVYEPFPKEV. The MHC is DRB1_1001 with pseudo-sequence DRB1_1001. The binding affinity (normalized) is 0.400.